From a dataset of Full USPTO retrosynthesis dataset with 1.9M reactions from patents (1976-2016). Predict the reactants needed to synthesize the given product. (1) Given the product [C:6]([NH:9][C:10]1[CH:11]=[C:12]([CH:15]=[CH:16][CH:17]=1)[CH2:13][Cl:5])(=[O:8])[CH3:7], predict the reactants needed to synthesize it. The reactants are: CS([Cl:5])(=O)=O.[C:6]([NH:9][C:10]1[CH:11]=[C:12]([CH:15]=[CH:16][CH:17]=1)[CH2:13]O)(=[O:8])[CH3:7]. (2) Given the product [C:14]([O:17][CH2:2][C:3](=[O:13])[CH2:4][C:5]1[CH:10]=[CH:9][C:8]([Cl:11])=[C:7]([Cl:12])[CH:6]=1)(=[O:16])[CH3:15], predict the reactants needed to synthesize it. The reactants are: Cl[CH2:2][C:3](=[O:13])[CH2:4][C:5]1[CH:10]=[CH:9][C:8]([Cl:11])=[C:7]([Cl:12])[CH:6]=1.[C:14]([OH:17])(=[O:16])[CH3:15].C(N(CC)CC)C. (3) Given the product [Cl:13][C:5]1[N:6]=[CH:7][C:8]2[C:9](=[O:11])[N:15]([C@@H:16]([CH2:29][CH:30]3[CH2:35][CH2:34][CH2:33][CH2:32][CH2:31]3)[CH2:17][N:18]3[C:19](=[O:28])[C:20]4[C:25](=[CH:24][CH:23]=[CH:22][CH:21]=4)[C:26]3=[O:27])[CH2:2][C:3]=2[CH:4]=1, predict the reactants needed to synthesize it. The reactants are: Br[CH2:2][C:3]1[C:8]([C:9]([O:11]C)=O)=[CH:7][N:6]=[C:5]([Cl:13])[CH:4]=1.Cl.[NH2:15][C@@H:16]([CH2:29][CH:30]1[CH2:35][CH2:34][CH2:33][CH2:32][CH2:31]1)[CH2:17][N:18]1[C:26](=[O:27])[C:25]2[C:20](=[CH:21][CH:22]=[CH:23][CH:24]=2)[C:19]1=[O:28].C(N(CC)C(C)C)(C)C.C(O)CCC. (4) Given the product [CH2:1]([O:3][C:4](=[O:17])[C@@H:5]([O:15][CH3:16])[CH2:6][C:7]1[CH:8]=[CH:9][C:10]([C:13](=[O:19])[CH3:14])=[CH:11][CH:12]=1)[CH3:2], predict the reactants needed to synthesize it. The reactants are: [CH2:1]([O:3][C:4](=[O:17])[C@@H:5]([O:15][CH3:16])[CH2:6][C:7]1[CH:12]=[CH:11][C:10]([C:13]#[CH:14])=[CH:9][CH:8]=1)[CH3:2].C(O)=[O:19].